This data is from NCI-60 drug combinations with 297,098 pairs across 59 cell lines. The task is: Regression. Given two drug SMILES strings and cell line genomic features, predict the synergy score measuring deviation from expected non-interaction effect. (1) Drug 1: CCC1=CC2CC(C3=C(CN(C2)C1)C4=CC=CC=C4N3)(C5=C(C=C6C(=C5)C78CCN9C7C(C=CC9)(C(C(C8N6C)(C(=O)OC)O)OC(=O)C)CC)OC)C(=O)OC.C(C(C(=O)O)O)(C(=O)O)O. Drug 2: CC1=C(N=C(N=C1N)C(CC(=O)N)NCC(C(=O)N)N)C(=O)NC(C(C2=CN=CN2)OC3C(C(C(C(O3)CO)O)O)OC4C(C(C(C(O4)CO)O)OC(=O)N)O)C(=O)NC(C)C(C(C)C(=O)NC(C(C)O)C(=O)NCCC5=NC(=CS5)C6=NC(=CS6)C(=O)NCCC[S+](C)C)O. Cell line: HCT116. Synergy scores: CSS=74.6, Synergy_ZIP=-1.24, Synergy_Bliss=-1.61, Synergy_Loewe=-0.268, Synergy_HSA=3.23. (2) Drug 1: C1CC(C1)(C(=O)O)C(=O)O.[NH2-].[NH2-].[Pt+2]. Drug 2: C1=NNC2=C1C(=O)NC=N2. Cell line: MDA-MB-435. Synergy scores: CSS=2.61, Synergy_ZIP=-0.347, Synergy_Bliss=1.42, Synergy_Loewe=2.05, Synergy_HSA=0.483. (3) Synergy scores: CSS=1.86, Synergy_ZIP=-0.960, Synergy_Bliss=2.40, Synergy_Loewe=0.965, Synergy_HSA=0.827. Drug 2: CS(=O)(=O)OCCCCOS(=O)(=O)C. Cell line: BT-549. Drug 1: CCC1(CC2CC(C3=C(CCN(C2)C1)C4=CC=CC=C4N3)(C5=C(C=C6C(=C5)C78CCN9C7C(C=CC9)(C(C(C8N6C)(C(=O)OC)O)OC(=O)C)CC)OC)C(=O)OC)O.OS(=O)(=O)O. (4) Drug 1: CCC1=CC2CC(C3=C(CN(C2)C1)C4=CC=CC=C4N3)(C5=C(C=C6C(=C5)C78CCN9C7C(C=CC9)(C(C(C8N6C)(C(=O)OC)O)OC(=O)C)CC)OC)C(=O)OC.C(C(C(=O)O)O)(C(=O)O)O. Drug 2: C(CC(=O)O)C(=O)CN.Cl. Cell line: BT-549. Synergy scores: CSS=54.2, Synergy_ZIP=-2.38, Synergy_Bliss=-0.0655, Synergy_Loewe=-42.6, Synergy_HSA=1.61. (5) Drug 1: C1=CC(=C2C(=C1NCCNCCO)C(=O)C3=C(C=CC(=C3C2=O)O)O)NCCNCCO. Drug 2: C1CCC(CC1)NC(=O)N(CCCl)N=O. Cell line: SR. Synergy scores: CSS=80.6, Synergy_ZIP=-0.905, Synergy_Bliss=-2.59, Synergy_Loewe=-3.02, Synergy_HSA=-0.0868. (6) Drug 2: C1CC(C1)(C(=O)O)C(=O)O.[NH2-].[NH2-].[Pt+2]. Cell line: OVCAR-8. Drug 1: C1=CC(=CC=C1C#N)C(C2=CC=C(C=C2)C#N)N3C=NC=N3. Synergy scores: CSS=12.2, Synergy_ZIP=0.339, Synergy_Bliss=5.60, Synergy_Loewe=3.74, Synergy_HSA=4.50. (7) Drug 1: CCCCCOC(=O)NC1=NC(=O)N(C=C1F)C2C(C(C(O2)C)O)O. Drug 2: CC1CCC2CC(C(=CC=CC=CC(CC(C(=O)C(C(C(=CC(C(=O)CC(OC(=O)C3CCCCN3C(=O)C(=O)C1(O2)O)C(C)CC4CCC(C(C4)OC)OCCO)C)C)O)OC)C)C)C)OC. Cell line: HT29. Synergy scores: CSS=-1.40, Synergy_ZIP=3.97, Synergy_Bliss=6.73, Synergy_Loewe=-2.51, Synergy_HSA=-1.83.